The task is: Predict the reactants needed to synthesize the given product.. This data is from Full USPTO retrosynthesis dataset with 1.9M reactions from patents (1976-2016). (1) The reactants are: O=P(Cl)(Cl)[Cl:3].[C:6]([C:8]1[CH:13]=[CH:12][N+:11]([O-])=[CH:10][CH:9]=1)#[N:7].[OH-].[Na+]. Given the product [Cl:3][C:10]1[CH:9]=[C:8]([CH:13]=[CH:12][N:11]=1)[C:6]#[N:7], predict the reactants needed to synthesize it. (2) Given the product [C:31]([O:35][C:36](=[O:46])[NH:37][CH2:38][CH2:39][CH:40]1[CH2:41][CH2:42][N:43]([C:10]([C:9]2[C:8]([O:7][C:6]3[CH:29]=[CH:30][C:3]([C:1]#[N:2])=[CH:4][CH:5]=3)=[N:16][C:15]([O:17][C:18]3[CH:19]=[CH:20][C:21]([O:24][C:25]([F:27])([F:26])[F:28])=[CH:22][CH:23]=3)=[CH:14][CH:13]=2)=[O:11])[CH2:44][CH2:45]1)([CH3:34])([CH3:32])[CH3:33], predict the reactants needed to synthesize it. The reactants are: [C:1]([C:3]1[CH:30]=[CH:29][C:6]([O:7][C:8]2[N:16]=[C:15]([O:17][C:18]3[CH:23]=[CH:22][C:21]([O:24][C:25]([F:28])([F:27])[F:26])=[CH:20][CH:19]=3)[CH:14]=[CH:13][C:9]=2[C:10](O)=[O:11])=[CH:5][CH:4]=1)#[N:2].[C:31]([O:35][C:36](=[O:46])[NH:37][CH2:38][CH2:39][CH:40]1[CH2:45][CH2:44][NH:43][CH2:42][CH2:41]1)([CH3:34])([CH3:33])[CH3:32].